This data is from Catalyst prediction with 721,799 reactions and 888 catalyst types from USPTO. The task is: Predict which catalyst facilitates the given reaction. (1) Reactant: [NH2:1][C:2]1[C:3]2[C:13](=[O:14])[N:12]([C:15]3[CH:20]=[CH:19][C:18]([C:21]([CH3:27])([CH:23]([OH:26])[C:24]#[CH:25])[CH3:22])=[CH:17][CH:16]=3)[CH2:11][CH2:10][C:4]=2[N:5]=[C:6]([O:8][CH3:9])[N:7]=1.CC(OI1(OC(C)=O)(OC(C)=O)OC(=O)C2C=CC=CC1=2)=O. Product: [NH2:1][C:2]1[C:3]2[C:13](=[O:14])[N:12]([C:15]3[CH:20]=[CH:19][C:18]([C:21]([CH3:27])([C:23](=[O:26])[C:24]#[CH:25])[CH3:22])=[CH:17][CH:16]=3)[CH2:11][CH2:10][C:4]=2[N:5]=[C:6]([O:8][CH3:9])[N:7]=1. The catalyst class is: 4. (2) Reactant: [O:1]([CH2:8][C:9]1[N:13]([CH2:14][C:15]2[CH:20]=[CH:19][C:18]([O:21][C:22]([F:25])([F:24])[F:23])=[CH:17][CH:16]=2)[C:12]2[CH:26]=[CH:27][C:28]([C:30](O)=[O:31])=[CH:29][C:11]=2[N:10]=1)[C:2]1[CH:7]=[CH:6][CH:5]=[CH:4][CH:3]=1.[CH3:39][CH:38]([CH3:40])[N:37]=C=[N:37][CH:38]([CH3:40])[CH3:39].C1(N)CC1. Product: [CH:38]1([NH:37][C:30]([C:28]2[CH:27]=[CH:26][C:12]3[N:13]([CH2:14][C:15]4[CH:20]=[CH:19][C:18]([O:21][C:22]([F:25])([F:24])[F:23])=[CH:17][CH:16]=4)[C:9]([CH2:8][O:1][C:2]4[CH:7]=[CH:6][CH:5]=[CH:4][CH:3]=4)=[N:10][C:11]=3[CH:29]=2)=[O:31])[CH2:40][CH2:39]1. The catalyst class is: 1. (3) Reactant: [O:1]([CH2:8][CH2:9][C@@H:10]1[CH2:15][N:14]([C:16]([O:18][CH2:19][C:20]2[CH:25]=[CH:24][CH:23]=[CH:22][CH:21]=2)=[O:17])[CH2:13][CH2:12][N:11]1C(OC(C)(C)C)=O)[C:2]1[CH:7]=[CH:6][CH:5]=[CH:4][CH:3]=1.C(O)(C(F)(F)F)=O.C(=O)(O)[O-].[Na+].C(=O)([O-])[O-].[K+].[K+]. Product: [O:1]([CH2:8][CH2:9][C@H:10]1[NH:11][CH2:12][CH2:13][N:14]([C:16]([O:18][CH2:19][C:20]2[CH:21]=[CH:22][CH:23]=[CH:24][CH:25]=2)=[O:17])[CH2:15]1)[C:2]1[CH:3]=[CH:4][CH:5]=[CH:6][CH:7]=1. The catalyst class is: 614.